From a dataset of Forward reaction prediction with 1.9M reactions from USPTO patents (1976-2016). Predict the product of the given reaction. (1) Given the reactants [Cl:1][C:2]1[N:7]=[C:6]([S:8][CH2:9][C:10]2[CH:15]=[CH:14][CH:13]=[CH:12][CH:11]=2)[N:5]=[C:4]([NH2:16])[C:3]=1[N+:17]([O-])=O.[NH4+].[Cl-], predict the reaction product. The product is: [Cl:1][C:2]1[N:7]=[C:6]([S:8][CH2:9][C:10]2[CH:15]=[CH:14][CH:13]=[CH:12][CH:11]=2)[N:5]=[C:4]([NH2:16])[C:3]=1[NH2:17]. (2) Given the reactants F[P-](F)(F)(F)(F)F.N1(O[P+](N(C)C)(N(C)C)N(C)C)C2C=CC=CC=2N=N1.[N:28]1[CH:33]=[CH:32][CH:31]=[N:30][C:29]=1[N:34]1[CH:38]=[C:37]([NH2:39])[C:36]([C:40]([F:43])([F:42])[F:41])=[N:35]1.C1C=CC2N(O)N=NC=2C=1.[C:54]12([CH2:64][C:65](O)=[O:66])[CH2:63][CH:58]3[CH2:59][CH:60]([CH2:62][CH:56]([CH2:57]3)[CH2:55]1)[CH2:61]2.CCN(C(C)C)C(C)C, predict the reaction product. The product is: [C:54]12([CH2:64][C:65]([NH:39][C:37]3[C:36]([C:40]([F:43])([F:41])[F:42])=[N:35][N:34]([C:29]4[N:28]=[CH:33][CH:32]=[CH:31][N:30]=4)[CH:38]=3)=[O:66])[CH2:61][CH:60]3[CH2:59][CH:58]([CH2:57][CH:56]([CH2:62]3)[CH2:55]1)[CH2:63]2. (3) Given the reactants BrC1C=CC(OCCCO)=CC=1.C([Li])CCC.Br[C:19]1[CH:35]=[CH:34][C:22]([O:23][CH2:24][CH2:25][CH2:26][O:27][CH2:28][C:29]2([CH3:33])[CH2:32][O:31][CH2:30]2)=[CH:21][CH:20]=1.[C:36](=[O:38])=[O:37], predict the reaction product. The product is: [CH3:33][C:29]1([CH2:28][O:27][CH2:26][CH2:25][CH2:24][O:23][C:22]2[CH:34]=[CH:35][C:19]([C:36]([OH:38])=[O:37])=[CH:20][CH:21]=2)[CH2:32][O:31][CH2:30]1. (4) Given the reactants O=P12OP3(OP(OP(O3)(O1)=O)(=O)O2)=O.OS(O)(=O)=O.[Cl:20][C:21]1[CH:26]=[CH:25][CH:24]=[CH:23][C:22]=1[C:27]([CH3:42])([CH3:41])[C:28]([CH:30]([C:36]([O:38][CH2:39][CH3:40])=[O:37])[C:31]([O:33]CC)=O)=[O:29], predict the reaction product. The product is: [Cl:20][C:21]1[CH:26]=[CH:25][CH:24]=[C:23]2[C:22]=1[C:27]([CH3:42])([CH3:41])[C:28](=[O:29])[C:30]([C:36]([O:38][CH2:39][CH3:40])=[O:37])=[C:31]2[OH:33]. (5) Given the reactants Cl[CH2:2][C:3]([NH:5][C:6]1[CH:19]=[CH:18][C:9]2[O:10][C:11]3[CH2:17][CH2:16][CH2:15][CH2:14][CH2:13][C:12]=3[C:8]=2[CH:7]=1)=[O:4].[CH3:20][N:21]([CH3:26])[CH2:22][CH2:23][NH:24][CH3:25].C(=O)([O-])[O-].[Cs+].[Cs+], predict the reaction product. The product is: [CH3:20][N:21]([CH3:26])[CH2:22][CH2:23][N:24]([CH3:25])[CH2:2][C:3]([NH:5][C:6]1[CH:19]=[CH:18][C:9]2[O:10][C:11]3[CH2:17][CH2:16][CH2:15][CH2:14][CH2:13][C:12]=3[C:8]=2[CH:7]=1)=[O:4]. (6) Given the reactants Cl.[Cl:2][CH2:3][CH2:4][NH:5][CH2:6][CH2:7][Cl:8].Cl[C:10]([O:12][CH2:13][C:14]1[CH:19]=[CH:18][CH:17]=[CH:16][CH:15]=1)=[O:11].[OH-].[Na+].ClC([O-])=O, predict the reaction product. The product is: [CH2:13]([O:12][C:10](=[O:11])[N:5]([CH2:6][CH2:7][Cl:8])[CH2:4][CH2:3][Cl:2])[C:14]1[CH:19]=[CH:18][CH:17]=[CH:16][CH:15]=1. (7) Given the reactants [CH2:1]([O:8][C@@H:9]1[C@@H:14]([O:15][CH2:16][C:17]2[CH:22]=[CH:21][CH:20]=[CH:19][CH:18]=2)[C@H:13]([O:23][CH2:24][C:25]2[CH:30]=[CH:29][CH:28]=[CH:27][CH:26]=2)[C@@H:12]([CH2:31][O:32][CH2:33][C:34]2[CH:39]=[CH:38][CH:37]=[CH:36][CH:35]=2)[O:11][CH:10]1[C:40]1[C:48]2[O:47][CH2:46][CH2:45][C:44]=2[C:43]([Cl:49])=[C:42]([CH2:50]O)[CH:41]=1)[C:2]1[CH:7]=[CH:6][CH:5]=[CH:4][CH:3]=1.N1C=CC=CC=1.P(Br)(Br)[Br:59], predict the reaction product. The product is: [CH2:1]([O:8][C@@H:9]1[C@@H:14]([O:15][CH2:16][C:17]2[CH:22]=[CH:21][CH:20]=[CH:19][CH:18]=2)[C@H:13]([O:23][CH2:24][C:25]2[CH:30]=[CH:29][CH:28]=[CH:27][CH:26]=2)[C@@H:12]([CH2:31][O:32][CH2:33][C:34]2[CH:39]=[CH:38][CH:37]=[CH:36][CH:35]=2)[O:11][CH:10]1[C:40]1[C:48]2[O:47][CH2:46][CH2:45][C:44]=2[C:43]([Cl:49])=[C:42]([CH2:50][Br:59])[CH:41]=1)[C:2]1[CH:7]=[CH:6][CH:5]=[CH:4][CH:3]=1. (8) Given the reactants [NH2:1][C:2]1[NH:3][C:4]([N:7]([C:12]2[CH:17]=[CH:16][C:15]([F:18])=[C:14]([F:19])[CH:13]=2)[CH2:8][CH2:9][CH2:10]O)=[N:5][N:6]=1.CCOC(/N=N/C(OCC)=O)=O.C1(P(C2C=CC=CC=2)C2C=CC=CC=2)C=CC=CC=1.O, predict the reaction product. The product is: [F:19][C:14]1[CH:13]=[C:12]([N:7]2[CH2:8][CH2:9][CH2:10][N:5]3[N:6]=[C:2]([NH2:1])[N:3]=[C:4]23)[CH:17]=[CH:16][C:15]=1[F:18].